This data is from Catalyst prediction with 721,799 reactions and 888 catalyst types from USPTO. The task is: Predict which catalyst facilitates the given reaction. Reactant: [NH2:1][CH2:2][C@H:3]1[CH2:7][CH2:6][N:5]([C:8]([O:10][C:11]([CH3:14])([CH3:13])[CH3:12])=[O:9])[CH2:4]1.C(N(CC)CC)C.[F:22][C:23]([F:34])([F:33])[C:24](O[C:24](=[O:25])[C:23]([F:34])([F:33])[F:22])=[O:25].O. Product: [F:22][C:23]([F:34])([F:33])[C:24]([NH:1][CH2:2][C@H:3]1[CH2:7][CH2:6][N:5]([C:8]([O:10][C:11]([CH3:14])([CH3:13])[CH3:12])=[O:9])[CH2:4]1)=[O:25]. The catalyst class is: 172.